This data is from Forward reaction prediction with 1.9M reactions from USPTO patents (1976-2016). The task is: Predict the product of the given reaction. (1) Given the reactants [CH3:1][C:2]([CH3:33])([CH3:32])[C:3]#[C:4][C:5]1[S:9][C:8]([C:10]([O:12]C)=[O:11])=[C:7]([N:14]([C@H:24]2[CH2:28][CH2:27][N:26]([CH2:29][CH3:30])[C:25]2=[O:31])[C:15]([C@H:17]2[CH2:22][CH2:21][C@H:20]([CH3:23])[CH2:19][CH2:18]2)=[O:16])[CH:6]=1.O[Li].O.Cl, predict the reaction product. The product is: [CH3:33][C:2]([CH3:1])([CH3:32])[C:3]#[C:4][C:5]1[S:9][C:8]([C:10]([OH:12])=[O:11])=[C:7]([N:14]([C@H:24]2[CH2:28][CH2:27][N:26]([CH2:29][CH3:30])[C:25]2=[O:31])[C:15]([C@H:17]2[CH2:22][CH2:21][C@H:20]([CH3:23])[CH2:19][CH2:18]2)=[O:16])[CH:6]=1. (2) Given the reactants [CH3:1][N:2]1[CH:6]=[C:5]([C:7]2[CH:8]=[CH:9][C:10]3[N:11]([C:13]([SH:16])=[N:14][N:15]=3)[CH:12]=2)[CH:4]=[N:3]1.Br[C:18]1[CH:19]=[C:20]2[C:25](=[CH:26][CH:27]=1)[N:24]=[CH:23][C:22]([N:28]1[CH2:33][CH2:32][O:31][CH2:30][CH2:29]1)=[C:21]2[Cl:34].C1(P(C2C=CC=CC=2)C2C3OC4C(=CC=CC=4P(C4C=CC=CC=4)C4C=CC=CC=4)C(C)(C)C=3C=CC=2)C=CC=CC=1.C(N(CC)C(C)C)(C)C, predict the reaction product. The product is: [Cl:34][C:21]1[C:20]2[C:25](=[CH:26][CH:27]=[C:18]([S:16][C:13]3[N:11]4[CH:12]=[C:7]([C:5]5[CH:4]=[N:3][N:2]([CH3:1])[CH:6]=5)[CH:8]=[CH:9][C:10]4=[N:15][N:14]=3)[CH:19]=2)[N:24]=[CH:23][C:22]=1[N:28]1[CH2:29][CH2:30][O:31][CH2:32][CH2:33]1. (3) Given the reactants [CH3:1][C:2]1[N:7]=[C:6]([NH:8][CH3:9])[N:5]=[C:4]([N:10]2[CH2:15][CH2:14][CH:13]([C:16]([OH:18])=O)[CH2:12][CH2:11]2)[N:3]=1.CCN=C=N[CH2:24][CH2:25][CH2:26][N:27](C)C.C1[CH:31]=[CH:32][C:33]2N(O)N=[N:36][C:34]=2C=1.[CH2:40](N(CC)CC)C.BrC1C=CC(CN)=C(O[C:57]([F:60])([F:59])[F:58])C=1, predict the reaction product. The product is: [C:26]([C:25]1[CH:24]=[CH:40][C:33]([CH2:34][NH:36][C:16]([CH:13]2[CH2:12][CH2:11][N:10]([C:4]3[N:3]=[C:2]([CH3:1])[N:7]=[C:6]([NH:8][CH3:9])[N:5]=3)[CH2:15][CH2:14]2)=[O:18])=[C:32]([C:57]([F:60])([F:59])[F:58])[CH:31]=1)#[N:27]. (4) The product is: [Cl:14][C:11]1[CH:10]=[CH:9][C:8]([CH:2]([NH:1][C:20](=[O:26])[CH2:19][C:18]([CH:15]2[CH2:17][CH2:16]2)=[O:27])[C:3]([O:5][CH2:6][CH3:7])=[O:4])=[CH:13][CH:12]=1. Given the reactants [NH2:1][CH:2]([C:8]1[CH:13]=[CH:12][C:11]([Cl:14])=[CH:10][CH:9]=1)[C:3]([O:5][CH2:6][CH3:7])=[O:4].[CH:15]1([C:18](=[O:27])[CH2:19][C:20](=[O:26])SC(C)(C)C)[CH2:17][CH2:16]1, predict the reaction product.